Dataset: Catalyst prediction with 721,799 reactions and 888 catalyst types from USPTO. Task: Predict which catalyst facilitates the given reaction. Reactant: [C:1]([O:5][CH2:6][C:7]#[CH:8])(=[O:4])[CH:2]=[CH2:3].[C:9]1([N:15]=[N+:16]=[N-:17])[CH:14]=[CH:13][CH:12]=[CH:11][CH:10]=1. Product: [C:9]1([N:15]2[CH:8]=[C:7]([CH2:6][O:5][C:1](=[O:4])[CH:2]=[CH2:3])[N:17]=[N:16]2)[CH:14]=[CH:13][CH:12]=[CH:11][CH:10]=1. The catalyst class is: 18.